Predict the reactants needed to synthesize the given product. From a dataset of Full USPTO retrosynthesis dataset with 1.9M reactions from patents (1976-2016). (1) Given the product [CH3:24][O:25][CH2:26][CH2:27][O:1][C:2]1[CH:3]=[CH:4][C:5]2[C:17](=[O:18])[C:16]3[C:15]4[C:10](=[CH:11][C:12]([C:19]#[N:20])=[CH:13][CH:14]=4)[NH:9][C:8]=3[C:7]([CH3:21])([CH3:22])[C:6]=2[CH:23]=1, predict the reactants needed to synthesize it. The reactants are: [OH:1][C:2]1[CH:3]=[CH:4][C:5]2[C:17](=[O:18])[C:16]3[C:15]4[C:10](=[CH:11][C:12]([C:19]#[N:20])=[CH:13][CH:14]=4)[NH:9][C:8]=3[C:7]([CH3:22])([CH3:21])[C:6]=2[CH:23]=1.[CH3:24][O:25][CH2:26][CH2:27]O. (2) Given the product [Cl:1][S:2]([C:9]1[CH:10]=[C:11]([CH:17]=[CH:18][C:8]=1[O:7][CH3:6])[C:12]([OH:14])=[O:13])(=[O:5])=[O:3], predict the reactants needed to synthesize it. The reactants are: [Cl:1][S:2]([OH:5])(=O)=[O:3].[CH3:6][O:7][C:8]1[CH:18]=[CH:17][C:11]([C:12]([O:14]CC)=[O:13])=[CH:10][CH:9]=1.